This data is from NCI-60 drug combinations with 297,098 pairs across 59 cell lines. The task is: Regression. Given two drug SMILES strings and cell line genomic features, predict the synergy score measuring deviation from expected non-interaction effect. (1) Drug 1: CC1=CC=C(C=C1)C2=CC(=NN2C3=CC=C(C=C3)S(=O)(=O)N)C(F)(F)F. Drug 2: C1=CN(C=N1)CC(O)(P(=O)(O)O)P(=O)(O)O. Cell line: HCT-15. Synergy scores: CSS=-1.78, Synergy_ZIP=-1.99, Synergy_Bliss=-5.16, Synergy_Loewe=-3.66, Synergy_HSA=-3.98. (2) Cell line: NCI-H322M. Drug 2: CCN(CC)CCCC(C)NC1=C2C=C(C=CC2=NC3=C1C=CC(=C3)Cl)OC. Synergy scores: CSS=32.6, Synergy_ZIP=-11.0, Synergy_Bliss=-1.61, Synergy_Loewe=-4.00, Synergy_HSA=2.13. Drug 1: C1=NC(=NC(=O)N1C2C(C(C(O2)CO)O)O)N. (3) Drug 1: CC1CCC2CC(C(=CC=CC=CC(CC(C(=O)C(C(C(=CC(C(=O)CC(OC(=O)C3CCCCN3C(=O)C(=O)C1(O2)O)C(C)CC4CCC(C(C4)OC)O)C)C)O)OC)C)C)C)OC. Drug 2: CS(=O)(=O)OCCCCOS(=O)(=O)C. Cell line: UACC62. Synergy scores: CSS=16.2, Synergy_ZIP=-2.35, Synergy_Bliss=-1.72, Synergy_Loewe=-51.4, Synergy_HSA=-1.48. (4) Drug 1: CC(C1=C(C=CC(=C1Cl)F)Cl)OC2=C(N=CC(=C2)C3=CN(N=C3)C4CCNCC4)N. Drug 2: CC1=C2C(C(=O)C3(C(CC4C(C3C(C(C2(C)C)(CC1OC(=O)C(C(C5=CC=CC=C5)NC(=O)OC(C)(C)C)O)O)OC(=O)C6=CC=CC=C6)(CO4)OC(=O)C)O)C)O. Cell line: K-562. Synergy scores: CSS=56.2, Synergy_ZIP=6.51, Synergy_Bliss=8.45, Synergy_Loewe=-7.87, Synergy_HSA=8.26.